From a dataset of Forward reaction prediction with 1.9M reactions from USPTO patents (1976-2016). Predict the product of the given reaction. (1) The product is: [Br:1][C:2]1[O:6][C:5]([C:7]2[C:11]3[C:12]([C:22]#[N:23])=[N:13][C:14]([C:17]([NH:24][CH2:25][C:26]([OH:28])=[O:27])=[O:18])=[C:15]([OH:16])[C:10]=3[O:9][N:8]=2)=[CH:4][CH:3]=1. Given the reactants [Br:1][C:2]1[O:6][C:5]([C:7]2[C:11]3[C:12]([C:22]#[N:23])=[N:13][C:14]([C:17](OCC)=[O:18])=[C:15]([OH:16])[C:10]=3[O:9][N:8]=2)=[CH:4][CH:3]=1.[NH2:24][CH2:25][C:26]([OH:28])=[O:27].C[O-].[Na+], predict the reaction product. (2) Given the reactants [Br:1][C:2]1[CH:11]=[CH:10][C:5]([C:6]([O:8][CH3:9])=[O:7])=[C:4]([CH3:12])[CH:3]=1.CC(N=NC(C#N)(C)C)(C#N)C.C1C(=O)N([Br:32])C(=O)C1, predict the reaction product. The product is: [Br:1][C:2]1[CH:11]=[CH:10][C:5]([C:6]([O:8][CH3:9])=[O:7])=[C:4]([CH2:12][Br:32])[CH:3]=1. (3) Given the reactants [Br:1][C:2]1[CH:7]=[CH:6][N:5]2[C:8]([S:14](Cl)(=[O:16])=[O:15])=[C:9]([CH:11]([CH3:13])[CH3:12])[N:10]=[C:4]2[CH:3]=1.Cl.[F:19][C:20]1([F:24])[CH2:23][NH:22][CH2:21]1.C(N(CC)CC)C.C(=O)([O-])O.[Na+], predict the reaction product. The product is: [Br:1][C:2]1[CH:7]=[CH:6][N:5]2[C:8]([S:14]([N:22]3[CH2:23][C:20]([F:24])([F:19])[CH2:21]3)(=[O:16])=[O:15])=[C:9]([CH:11]([CH3:13])[CH3:12])[N:10]=[C:4]2[CH:3]=1. (4) Given the reactants [CH2:1]([C:8]1([C:18]#[C:19][Si:20]([CH3:23])([CH3:22])[CH3:21])[CH2:17][CH2:16][C:11]2(OCC[O:12]2)[CH2:10][CH2:9]1)[C:2]1[CH:7]=[CH:6][CH:5]=[CH:4][CH:3]=1.Cl, predict the reaction product. The product is: [CH2:1]([C:8]1([C:18]#[C:19][Si:20]([CH3:22])([CH3:21])[CH3:23])[CH2:17][CH2:16][C:11](=[O:12])[CH2:10][CH2:9]1)[C:2]1[CH:7]=[CH:6][CH:5]=[CH:4][CH:3]=1. (5) The product is: [Br:11][C:10]1[C:5]([C:3]2[N:4]=[C:17]([C:16]3[CH:19]=[CH:20][CH:21]=[C:14]([O:13][CH3:12])[C:15]=3[OH:22])[NH:1][N:2]=2)=[N:6][CH:7]=[CH:8][CH:9]=1. Given the reactants [NH2:1][NH:2][C:3]([C:5]1[C:10]([Br:11])=[CH:9][CH:8]=[CH:7][N:6]=1)=[NH:4].[CH3:12][O:13][C:14]1[C:15]([OH:22])=[C:16]([CH:19]=[CH:20][CH:21]=1)[CH:17]=O, predict the reaction product.